From a dataset of Acute oral toxicity (LD50) regression data from Zhu et al.. Regression/Classification. Given a drug SMILES string, predict its toxicity properties. Task type varies by dataset: regression for continuous values (e.g., LD50, hERG inhibition percentage) or binary classification for toxic/non-toxic outcomes (e.g., AMES mutagenicity, cardiotoxicity, hepatotoxicity). Dataset: ld50_zhu. (1) The compound is CCOC(=O)C(C)N(C(=O)c1ccccc1)c1ccc(Cl)c(Cl)c1. The rat oral LD50 is 2.37, given as -log10 of the dose in mol/kg body weight (higher means more acutely toxic). (2) The rat oral LD50 is 3.56, given as -log10 of the dose in mol/kg body weight (higher means more acutely toxic). The drug is COP(=O)(SC)c1ccccc1. (3) The compound is CNC(=O)Oc1ccc(Cl)c2c1OC(C)(C)C2. The rat oral LD50 is 3.01, given as -log10 of the dose in mol/kg body weight (higher means more acutely toxic). (4) The drug is CC(N)C(O)c1cccc(O)c1. The rat oral LD50 is 2.84, given as -log10 of the dose in mol/kg body weight (higher means more acutely toxic). (5) The molecule is O=C(O)c1ccc(Cl)c([N+](=O)[O-])c1. The rat oral LD50 is 1.81, given as -log10 of the dose in mol/kg body weight (higher means more acutely toxic). (6) The compound is O=[N+]([O-])c1c(Cl)c(Cl)cc(Cl)c1Cl. The rat oral LD50 is 1.54, given as -log10 of the dose in mol/kg body weight (higher means more acutely toxic). (7) The compound is CO[Si](C)(OC)c1ccccc1. The rat oral LD50 is 2.31, given as -log10 of the dose in mol/kg body weight (higher means more acutely toxic). (8) The compound is CCC(C)c1cc([N+](=O)[O-])cc([N+](=O)[O-])c1OC(=O)OC(C)C. The rat oral LD50 is 3.74, given as -log10 of the dose in mol/kg body weight (higher means more acutely toxic).